Task: Predict the product of the given reaction.. Dataset: Forward reaction prediction with 1.9M reactions from USPTO patents (1976-2016) (1) Given the reactants [C:1]([C:5]1[CH:6]=[CH:7][C:8]2[O:12][C:11]([C:13]3[CH:18]=[CH:17][N:16]=[CH:15][C:14]=3F)=[N:10][C:9]=2[CH:20]=1)([CH3:4])([CH3:3])[CH3:2].C(=O)([O-])[O-].[K+].[K+].[CH2:27]([OH:34])[C:28]1[CH:33]=[CH:32][CH:31]=[CH:30][CH:29]=1, predict the reaction product. The product is: [CH2:27]([O:34][C:14]1[CH:15]=[N:16][CH:17]=[CH:18][C:13]=1[C:11]1[O:12][C:8]2[CH:7]=[CH:6][C:5]([C:1]([CH3:4])([CH3:3])[CH3:2])=[CH:20][C:9]=2[N:10]=1)[C:28]1[CH:33]=[CH:32][CH:31]=[CH:30][CH:29]=1. (2) Given the reactants [NH2:1][C:2]1[C:7]([OH:8])=[CH:6][CH:5]=[CH:4][N:3]=1.[C:9]([O-])([O-])(OCC)[CH3:10].O.C1(C)C=CC(S(O)(=O)=O)=CC=1, predict the reaction product. The product is: [CH3:9][C:10]1[O:8][C:7]2[C:2]([N:1]=1)=[N:3][CH:4]=[CH:5][CH:6]=2. (3) Given the reactants [F:1][C:2]1[CH:7]=[CH:6][C:5]([CH3:8])=[CH:4][C:3]=1[F:9].C(NC(C)C)(C)C.[Li].CN(C)[CH:20]=[O:21].C(O)(=O)C, predict the reaction product. The product is: [F:9][C:3]1[C:2]([F:1])=[CH:7][CH:6]=[C:5]([CH3:8])[C:4]=1[CH:20]=[O:21]. (4) The product is: [F:13][C:14]([F:20])([C:21]1[CH:26]=[CH:25][CH:24]=[C:23]([CH:27]([CH3:28])[CH3:29])[CH:22]=1)[C:15](=[O:16])[CH2:1][P:2](=[O:7])([O:5][CH3:6])[O:3][CH3:4]. Given the reactants [CH3:1][P:2](=[O:7])([O:5][CH3:6])[O:3][CH3:4].[Li]CCCC.[F:13][C:14]([C:21]1[CH:26]=[CH:25][CH:24]=[C:23]([CH:27]([CH3:29])[CH3:28])[CH:22]=1)([F:20])[C:15](OCC)=[O:16], predict the reaction product. (5) The product is: [CH2:1]([O:8][C:9](=[O:41])[NH:10][C@@H:11]1[CH2:17][CH2:16][CH2:15][N:14]([C:18]2[N:19]([CH3:40])[N:20]=[CH:21][C:22]=2[NH:23][C:24]([C:26]2[N:27]=[C:28]([C:50]3[CH:55]=[CH:54][CH:53]=[CH:52][C:51]=3[C:56]([F:59])([F:58])[F:57])[S:29][C:30]=2[NH:31][C:32]([O:34][C:35]([CH3:38])([CH3:37])[CH3:36])=[O:33])=[O:25])[CH2:13][CH2:12]1)[C:2]1[CH:7]=[CH:6][CH:5]=[CH:4][CH:3]=1. Given the reactants [CH2:1]([O:8][C:9](=[O:41])[NH:10][C@@H:11]1[CH2:17][CH2:16][CH2:15][N:14]([C:18]2[N:19]([CH3:40])[N:20]=[CH:21][C:22]=2[NH:23][C:24]([C:26]2[N:27]=[C:28](Br)[S:29][C:30]=2[NH:31][C:32]([O:34][C:35]([CH3:38])([CH3:37])[CH3:36])=[O:33])=[O:25])[CH2:13][CH2:12]1)[C:2]1[CH:7]=[CH:6][CH:5]=[CH:4][CH:3]=1.CC1(C)C(C)(C)OB([C:50]2[CH:55]=[CH:54][CH:53]=[CH:52][C:51]=2[C:56]([F:59])([F:58])[F:57])O1.C(=O)([O-])[O-].[Na+].[Na+].C([O-])(=O)C.[K+].ClCCl, predict the reaction product. (6) Given the reactants O.[NH2:2][NH2:3].[CH2:4]([O:6][C:7](=[O:19])[C:8](=O)[CH2:9][C:10](=O)[C:11]1[CH:12]=[N:13][CH:14]=[CH:15][CH:16]=1)[CH3:5], predict the reaction product. The product is: [CH2:4]([O:6][C:7]([C:8]1[CH:9]=[C:10]([C:11]2[CH:12]=[N:13][CH:14]=[CH:15][CH:16]=2)[NH:3][N:2]=1)=[O:19])[CH3:5].